Dataset: Full USPTO retrosynthesis dataset with 1.9M reactions from patents (1976-2016). Task: Predict the reactants needed to synthesize the given product. Given the product [CH:1]1([C:4]2[CH:5]=[C:6]([C:18]3[S:22][C:21]([C@@:23]4([OH:35])[CH2:28][CH2:27][C@H:26]([C:29]([OH:31])=[O:30])[C:25]([CH3:33])([CH3:34])[CH2:24]4)=[N:20][CH:19]=3)[CH:7]=[C:8]([NH:10][C:11]3[N:16]=[C:15]([CH3:17])[CH:14]=[CH:13][N:12]=3)[CH:9]=2)[CH2:3][CH2:2]1, predict the reactants needed to synthesize it. The reactants are: [CH:1]1([C:4]2[CH:5]=[C:6]([C:18]3[S:22][C:21]([C@@:23]4([OH:35])[CH2:28][CH2:27][C@H:26]([C:29]([O:31]C)=[O:30])[C:25]([CH3:34])([CH3:33])[CH2:24]4)=[N:20][CH:19]=3)[CH:7]=[C:8]([NH:10][C:11]3[N:16]=[C:15]([CH3:17])[CH:14]=[CH:13][N:12]=3)[CH:9]=2)[CH2:3][CH2:2]1.[OH-].[Na+].Cl.CO.O.